This data is from Full USPTO retrosynthesis dataset with 1.9M reactions from patents (1976-2016). The task is: Predict the reactants needed to synthesize the given product. (1) Given the product [Br:3][C:4]1[CH:5]=[CH:6][C:7]([F:25])=[C:8]([C:10]([N:12]2[CH2:17][CH2:16][N:15]([CH3:26])[CH2:14][C@@H:13]2[C:18]2[CH:23]=[CH:22][C:21]([F:24])=[CH:20][CH:19]=2)=[O:11])[CH:9]=1, predict the reactants needed to synthesize it. The reactants are: C=O.[Br:3][C:4]1[CH:5]=[CH:6][C:7]([F:25])=[C:8]([C:10]([N:12]2[CH2:17][CH2:16][NH:15][CH2:14][C@@H:13]2[C:18]2[CH:23]=[CH:22][C:21]([F:24])=[CH:20][CH:19]=2)=[O:11])[CH:9]=1.[C:26](O[BH-](OC(=O)C)OC(=O)C)(=O)C.[Na+]. (2) The reactants are: [NH2:1][C:2]1[C:7]([C:8]([C:10]2[C:15]([O:16][CH3:17])=[CH:14][CH:13]=[C:12]([F:18])[C:11]=2[F:19])=[O:9])=[CH:6][N:5]=[C:4]([NH:20][CH:21]2[CH2:26][CH2:25][N:24]([S:27]([CH2:30][CH2:31][CH2:32]Cl)(=[O:29])=[O:28])[CH2:23][CH2:22]2)[N:3]=1.[NH:34]1[CH2:38][CH2:37][CH2:36][CH2:35]1. Given the product [NH2:1][C:2]1[C:7]([C:8]([C:10]2[C:15]([O:16][CH3:17])=[CH:14][CH:13]=[C:12]([F:18])[C:11]=2[F:19])=[O:9])=[CH:6][N:5]=[C:4]([NH:20][CH:21]2[CH2:26][CH2:25][N:24]([S:27]([CH2:30][CH2:31][CH2:32][N:34]3[CH2:38][CH2:37][CH2:36][CH2:35]3)(=[O:29])=[O:28])[CH2:23][CH2:22]2)[N:3]=1, predict the reactants needed to synthesize it.